Dataset: Catalyst prediction with 721,799 reactions and 888 catalyst types from USPTO. Task: Predict which catalyst facilitates the given reaction. (1) The catalyst class is: 3. Reactant: [Cl:1][C:2]1[CH:3]=[CH:4][C:5]([F:25])=[C:6]([C:8]2[CH:13]=[CH:12][C:11]([CH2:14][C@H:15]3[NH:19][C:18](=[O:20])[C@:17]([CH3:24])([C:21]([OH:23])=[O:22])[CH2:16]3)=[CH:10][CH:9]=2)[CH:7]=1.CN(C([O:33]N1N=NC2C=CC=NC1=2)=[N+](C)C)C.F[P-](F)(F)(F)(F)F.N.O1CCOCC1.CCN(C(C)C)C(C)C. Product: [NH2:19][C@H:15]([CH2:14][C:11]1[CH:12]=[CH:13][C:8]([C:6]2[CH:7]=[C:2]([Cl:1])[CH:3]=[CH:4][C:5]=2[F:25])=[CH:9][CH:10]=1)[CH2:16][C:17]([CH3:24])([C:21]([OH:23])=[O:22])[C:18]([OH:33])=[O:20]. (2) Reactant: Cl.[N:2]1[CH:7]=[CH:6][C:5]([C:8]2[CH:17]=[CH:16][C:11]([C:12]([O:14][CH3:15])=[O:13])=[CH:10][CH:9]=2)=[CH:4][CH:3]=1.[H][H]. Product: [NH:2]1[CH2:7][CH2:6][CH:5]([C:8]2[CH:17]=[CH:16][C:11]([C:12]([O:14][CH3:15])=[O:13])=[CH:10][CH:9]=2)[CH2:4][CH2:3]1. The catalyst class is: 810.